This data is from Full USPTO retrosynthesis dataset with 1.9M reactions from patents (1976-2016). The task is: Predict the reactants needed to synthesize the given product. Given the product [OH:8][CH2:9][C@@H:10]([NH:13][C:14]([C:16]1[N:17]=[C:18]([N:21]2[CH2:24][CH:23]([S:25][C:26]3[C@H:27]([CH3:50])[C@@H:28]4[C@@H:45]([C@H:46]([OH:48])[CH3:47])[C:44](=[O:49])[N:29]4[C:30]=3[C:31]([O:33][CH2:34][C:35]3[CH:36]=[CH:37][C:38]([N+:41]([O-:43])=[O:42])=[CH:39][CH:40]=3)=[O:32])[CH2:22]2)[S:19][CH:20]=1)=[O:15])[CH2:11][CH3:12], predict the reactants needed to synthesize it. The reactants are: [Si]([O:8][CH2:9][C@@H:10]([NH:13][C:14]([C:16]1[N:17]=[C:18]([N:21]2[CH2:24][CH:23]([S:25][C:26]3[C@H:27]([CH3:50])[C@@H:28]4[C@@H:45]([C@H:46]([OH:48])[CH3:47])[C:44](=[O:49])[N:29]4[C:30]=3[C:31]([O:33][CH2:34][C:35]3[CH:40]=[CH:39][C:38]([N+:41]([O-:43])=[O:42])=[CH:37][CH:36]=3)=[O:32])[CH2:22]2)[S:19][CH:20]=1)=[O:15])[CH2:11][CH3:12])(C(C)(C)C)(C)C.C(O)(=O)C.[F-].C([N+](CCCC)(CCCC)CCCC)CCC.